From a dataset of Forward reaction prediction with 1.9M reactions from USPTO patents (1976-2016). Predict the product of the given reaction. (1) Given the reactants Cl[C:2]1[N:7]=[C:6]([NH:8][CH2:9][C:10]2[CH:14]=[C:13]([CH3:15])[O:12][C:11]=2[CH3:16])[C:5]([F:17])=[CH:4][N:3]=1.[NH2:18][C:19]1[CH:20]=[C:21]([OH:25])[CH:22]=[CH:23][CH:24]=1, predict the reaction product. The product is: [CH3:16][C:11]1[O:12][C:13]([CH3:15])=[CH:14][C:10]=1[CH2:9][NH:8][C:6]1[C:5]([F:17])=[CH:4][N:3]=[C:2]([NH:18][C:19]2[CH:24]=[CH:23][CH:22]=[C:21]([OH:25])[CH:20]=2)[N:7]=1. (2) Given the reactants C(OC(N1CCC(C2C=CC(Cl)=CC=2)(C#N)CC1)=O)(C)(C)C.C(OC([N:30]1[CH2:35][CH2:34][C:33]([C:40]2[CH:45]=[CH:44][C:43]([Cl:46])=[CH:42][CH:41]=2)([C:36]([OH:39])([CH3:38])[CH3:37])[CH2:32][CH2:31]1)=O)(C)(C)C, predict the reaction product. The product is: [Cl:46][C:43]1[CH:44]=[CH:45][C:40]([C:33]2([C:36]([OH:39])([CH3:37])[CH3:38])[CH2:34][CH2:35][NH:30][CH2:31][CH2:32]2)=[CH:41][CH:42]=1. (3) The product is: [CH2:1]([N:8]1[CH2:14][CH2:13][CH2:12][C:11](=[O:20])[C:10]2[CH:21]=[N:22][N:23]([CH2:24][C:25]3[CH:30]=[CH:29][C:28]([O:31][CH3:32])=[CH:27][CH:26]=3)[C:9]1=2)[C:2]1[CH:7]=[CH:6][CH:5]=[CH:4][CH:3]=1. Given the reactants [CH2:1]([N:8]1[CH2:14][CH2:13][CH:12](C(OCC)=O)[C:11](=[O:20])[C:10]2[CH:21]=[N:22][N:23]([CH2:24][C:25]3[CH:30]=[CH:29][C:28]([O:31][CH3:32])=[CH:27][CH:26]=3)[C:9]1=2)[C:2]1[CH:7]=[CH:6][CH:5]=[CH:4][CH:3]=1.[OH-].[K+].O, predict the reaction product. (4) Given the reactants [CH2:1]([O:8][C:9]1[C:14](=[O:15])[CH:13]=[CH:12][O:11][C:10]=1[C:16]([OH:18])=O)[C:2]1[CH:7]=[CH:6][CH:5]=[CH:4][CH:3]=1.[C:19]([Cl:24])(=O)[C:20]([Cl:22])=O.C[N:26]([CH3:29])C=O, predict the reaction product. The product is: [Cl:22][C:20]1[CH:1]=[C:2]([CH:3]=[CH:4][C:19]=1[Cl:24])[CH2:29][NH:26][C:16]([C:10]1[O:11][CH:12]=[CH:13][C:14](=[O:15])[C:9]=1[O:8][CH2:1][C:2]1[CH:3]=[CH:4][CH:5]=[CH:6][CH:7]=1)=[O:18]. (5) The product is: [Br:6][C:7]1[CH:8]=[CH:9][C:10]([O:30][CH3:31])=[C:11]([CH:13]([O:22][Si:23]([C:26]([CH3:27])([CH3:28])[CH3:29])([CH3:24])[CH3:25])[C:14]2[C:15]([F:21])=[N:16][C:17]([F:20])=[C:18]([Sn:36]([CH2:37][CH2:38][CH2:39][CH3:40])([CH2:41][CH2:42][CH2:43][CH3:44])[CH2:32][CH2:33][CH2:34][CH3:35])[CH:19]=2)[CH:12]=1. Given the reactants [Li+].CCC[CH2-].[Br:6][C:7]1[CH:8]=[CH:9][C:10]([O:30][CH3:31])=[C:11]([CH:13]([O:22][Si:23]([C:26]([CH3:29])([CH3:28])[CH3:27])([CH3:25])[CH3:24])[C:14]2[C:15]([F:21])=[N:16][C:17]([F:20])=[CH:18][CH:19]=2)[CH:12]=1.[CH2:32]([Sn:36](Cl)([CH2:41][CH2:42][CH2:43][CH3:44])[CH2:37][CH2:38][CH2:39][CH3:40])[CH2:33][CH2:34][CH3:35], predict the reaction product. (6) Given the reactants C[O:2][C:3](=[O:29])[CH:4]=[CH:5][C:6]1[CH:11]=[CH:10][CH:9]=[C:8]([CH2:12][NH:13][S:14]([CH2:17][N:18]2[CH:22]=[C:21]([C:23]3[CH:28]=[CH:27][CH:26]=[CH:25][CH:24]=3)[N:20]=[N:19]2)(=[O:16])=[O:15])[CH:7]=1.[OH-].[Na+], predict the reaction product. The product is: [C:23]1([C:21]2[N:20]=[N:19][N:18]([CH2:17][S:14]([NH:13][CH2:12][C:8]3[CH:7]=[C:6]([CH:5]=[CH:4][C:3]([OH:29])=[O:2])[CH:11]=[CH:10][CH:9]=3)(=[O:15])=[O:16])[CH:22]=2)[CH:28]=[CH:27][CH:26]=[CH:25][CH:24]=1. (7) Given the reactants Cl[C:2]1[N:7]=[C:6]([Cl:8])[C:5]([C:9]([F:12])([F:11])[F:10])=[CH:4][N:3]=1.C(=O)([O-])[O-].[Cs+].[Cs+].[NH2:19][C:20]1[CH:35]=[CH:34][C:23]([C:24]([O:26][CH2:27][C:28]2[CH:33]=[CH:32][CH:31]=[CH:30][CH:29]=2)=[O:25])=[CH:22][C:21]=1[O:36][CH3:37].ClCCl, predict the reaction product. The product is: [CH2:27]([O:26][C:24]([C:23]1[CH:34]=[CH:35][C:20]([NH:19][C:2]2[N:7]=[C:6]([Cl:8])[C:5]([C:9]([F:12])([F:11])[F:10])=[CH:4][N:3]=2)=[C:21]([O:36][CH3:37])[CH:22]=1)=[O:25])[C:28]1[CH:29]=[CH:30][CH:31]=[CH:32][CH:33]=1. (8) Given the reactants [CH3:1][O:2][C:3]1[N:8]=[C:7]([N:9]2[CH:13]=[C:12]([CH3:14])[N:11]=[CH:10]2)[C:6]([N+:15]([O-])=O)=[CH:5][CH:4]=1.C1COCC1.C([O-])=O.[NH4+], predict the reaction product. The product is: [CH3:1][O:2][C:3]1[N:8]=[C:7]([N:9]2[CH:13]=[C:12]([CH3:14])[N:11]=[CH:10]2)[C:6]([NH2:15])=[CH:5][CH:4]=1. (9) The product is: [CH3:26][CH:25]1[C:24]2[C:19](=[CH:20][CH:21]=[C:22]([CH3:27])[CH:23]=2)[C:18]2[CH:17]=[CH:16][CH:15]=[CH:14][C:13]=2[N:12]1[S:9]([C:6]1[CH:5]=[CH:4][C:3]([OH:2])=[CH:8][CH:7]=1)(=[O:11])=[O:10]. Given the reactants C[O:2][C:3]1[CH:8]=[CH:7][C:6]([S:9]([N:12]2[CH:25]([CH3:26])[C:24]3[C:19](=[CH:20][CH:21]=[C:22]([CH3:27])[CH:23]=3)[C:18]3[CH:17]=[CH:16][CH:15]=[CH:14][C:13]2=3)(=[O:11])=[O:10])=[CH:5][CH:4]=1.C1CCCCC=1.B(Br)(Br)Br.ClCCl, predict the reaction product. (10) Given the reactants [NH2:1][C:2]1[CH:7]=[CH:6][C:5]([N:8]2[CH:13]=[CH:12][C:11]([O:14][CH3:15])=[CH:10][C:9]2=[O:16])=[CH:4][CH:3]=1.Cl.Cl[CH2:19][CH2:20][NH:21][CH2:22][CH2:23]Cl.C(=O)([O-])[O-].[K+].[K+], predict the reaction product. The product is: [CH3:15][O:14][C:11]1[CH:12]=[CH:13][N:8]([C:5]2[CH:6]=[CH:7][C:2]([N:1]3[CH2:23][CH2:22][NH:21][CH2:20][CH2:19]3)=[CH:3][CH:4]=2)[C:9](=[O:16])[CH:10]=1.